Dataset: Experimentally validated miRNA-target interactions with 360,000+ pairs, plus equal number of negative samples. Task: Binary Classification. Given a miRNA mature sequence and a target amino acid sequence, predict their likelihood of interaction. (1) The miRNA is hsa-miR-335-3p with sequence UUUUUCAUUAUUGCUCCUGACC. The protein sequence of the target gene is MAAREELYSKVTPRRDRLQRPGTVKHGSALDVLLSMGFPRARAQKALASTGGRSVQAACDWLFSHVGDPFLDDPLPREYVLYLRPTGPLAQKLSDFWQQSKQICGKNKAHNIFPHITLCQFFMCEDSKVDALGEALQTTVSRWKCKFSAPLPLELYTSSNFIGLFVKEDSAEVLKKFAADFAAEAASKTEVHVEPHKKQLHVTLAYHFQASHLPTLEKLAQNIDVKLGCDWVATIFSRDIRFANHETLQVIYPYSPQNDDELELVPGDFIFMSPMEQTSTSEGWIYGTSLTTGCSGLLPE.... Result: 0 (no interaction). (2) The protein sequence of the target gene is MGALLAFCLLVGLLRWGPAGAQQPGEYCHGWVDAQGNYHEGFQCPEDFDTQDATICCGSCALRYCCAAADARLEQGGCTNDRGELEHPGITAQPVYVPFLIVGSIFIAFIILGSLVAIYCCTCLRPKEPSQQPIRFSLRSYQTETLPMILTSTSLRAASRQSSTATSSSSTGGSVRRFSFARAEPSCLVPSSPPPYTTGHTIHLTQPSGFLVSPQYFAYPLQQEPPLPGKSCPDFSSS. The miRNA is mmu-miR-378b with sequence CUGGACUUGGAGUCAGAAGA. Result: 0 (no interaction). (3) The miRNA is hsa-miR-548ao-3p with sequence AAAGACCGUGACUACUUUUGCA. The protein sequence of the target gene is MGLWGQSVPTASSARAGRYPGARTASGTRPWLLDPKILKFVVFIVAVLLPVRVDSATIPRQDEVPQQTVAPQQQRRSLKEEECPAGSHRSEYTGACNPCTEGVDYTIASNNLPSCLLCTVCKSGQTNKSSCTTTRDTVCQCEKGSFQDKNSPEMCRTCRTGCPRGMVKVSNCTPRSDIKCKNESAASSTGKTPAAEETVTTILGMLASPYHYLIIIVVLVIILAVVVVGFSCRKKFISYLKGICSGGGGGPERVHRVLFRRRSCPSRVPGAEDNARNETLSNRYLQPTQVSEQEIQGQEL.... Result: 1 (interaction). (4) The miRNA is hsa-miR-3975 with sequence UGAGGCUAAUGCACUACUUCAC. The protein sequence of the target gene is MRRLLIPLALWLGAVGVGVAELTEAQRRGLQVALEEFHKHPPVQWAFQETSVESAVDTPFPAGIFVRLEFKLQQTSCRKRDWKKPECKVRPNGRKRKCLACIKLGSEDKVLGRLVHCPIETQVLREAEEHQETQCLRVQRAGEDPHSFYFPGQFAFSKALPRS. Result: 0 (no interaction). (5) The miRNA is hsa-miR-4675 with sequence GGGGCUGUGAUUGACCAGCAGG. The protein sequence of the target gene is MAELGEADEAELQRLVAAEQQKAQFTAQVHHFMELCWDKCVEKPGNRLDSRTENCLSSCVDRFIDTTLAITSRFAQIVQKGGQ. Result: 1 (interaction). (6) The protein sequence of the target gene is MVQQAESSEAESNLPRDALDTEEGEFMACSPVALDESDPDWCKTASGHIKRPMNAFMVWSKIERRKIMEQSPDMHNAEISKRLGKRWKMLKDSEKIPFIREAERLRLKHMADYPDYKYRPRKKPKTDPAAKPSAGQSPDKSAAGAKAAKGPGKKCAKLKAPAGKAGAGKAAQPGDCAAGKAAKCVFLDDDDEDDDEDDELQLRPKPDADDDDDEPAHSHLLPPPTQQQPPQLLRRYSVAKVPASPTLSSAAESPEGASLYDEVRAGGRLYYSFKNITKQQPPPAPPALSPASSRCVSTSS.... The miRNA is hsa-miR-449b-3p with sequence CAGCCACAACUACCCUGCCACU. Result: 0 (no interaction). (7) The miRNA is ath-miR837-3p with sequence AAACGAACAAAAAACUGAUGG. The protein sequence of the target gene is MLHTAISCWQPFLGLAVVLIFMGSTIGCPARCECSAQNKSVSCHRRRLIAIPEGIPIETKILDLSKNRLKSVNPEEFISYPLLEEIDLSDNIIANVEPGAFNNLFNLRSLRLKGNRLKLVPLGVFTGLSNLTKLDISENKIVILLDYMFQDLHNLKSLEVGDNDLVYISHRAFSGLLSLEQLTLEKCNLTAVPTEALSHLRSLISLHLKHLNINNMPVYAFKRLFHLKHLEIDYWPLLDMMPANSLYGLNLTSLSVTNTNLSTVPFLAFKHLVYLTHLNLSYNPISTIEAGMFSDLIRLQ.... Result: 0 (no interaction). (8) The miRNA is hsa-miR-4524b-5p with sequence AUAGCAGCAUAAGCCUGUCUC. The protein sequence of the target gene is MVQKSRNGGVYPGTSGEKKLKVGFVGLDPGAPDSTRDGALLIAGSEAPKRGSVLSKPRTGGAGAGKPPKRNAFYRKLQNFLYNVLERPRGWAFIYHAYVFLLVFSCLVLSVFSTIKEYEKSSEGALYILEIVTIVVFGVEYFVRIWAAGCCCRYRGWRGRLKFARKPFCVIDIMVLIASIAVLAAGSQGNVFATSALRSLRFLQILRMIRMDRRGGTWKLLGSVVYAHSKELVTAWYIGFLCLILASFLVYLAEKGENDHFDTYADALWWGLITLTTIGYGDKYPQTWNGRLLAATFTLI.... Result: 0 (no interaction).